This data is from Catalyst prediction with 721,799 reactions and 888 catalyst types from USPTO. The task is: Predict which catalyst facilitates the given reaction. (1) Reactant: [Br:1][C:2]1[CH:7]=[CH:6][C:5]([NH:8][C:9](=[O:20])[NH:10][C:11]2[CH:19]=[CH:18][C:14](C(O)=O)=[CH:13][CH:12]=2)=[C:4]([F:21])[CH:3]=1.[CH3:22][N:23]([CH:25]=[O:26])[CH3:24].C1C=CC2N(O)N=NC=2C=1.CCN=C=NCCCN(C)C.Cl. Product: [Br:1][C:2]1[CH:7]=[CH:6][C:5]([NH:8][C:9](=[O:20])[NH:10][C:11]2[CH:12]=[C:13]([CH:14]=[CH:18][CH:19]=2)[C:25]([N:23]([CH3:24])[CH3:22])=[O:26])=[C:4]([F:21])[CH:3]=1. The catalyst class is: 6. (2) Reactant: [S:1]1[C:5]([CH2:6][CH:7]=[O:8])=[CH:4][C:3]2[CH:9]=[CH:10][CH:11]=[CH:12][C:2]1=2.[C:13]([Mg]Br)#[CH:14].[NH4+].[Cl-]. Product: [S:1]1[C:5]([CH2:6][CH:7]([OH:8])[C:13]#[CH:14])=[CH:4][C:3]2[CH:9]=[CH:10][CH:11]=[CH:12][C:2]1=2. The catalyst class is: 1. (3) Reactant: [CH:1]1([S:7][CH2:8][CH:9]2[CH2:14][CH:13]([C:15]3[CH:20]=[CH:19][C:18]([C:21]([F:24])([F:23])[F:22])=[CH:17][CH:16]=3)[CH2:12][N:11]([C:25]([N:27]3[CH2:32][CH2:31][O:30][CH2:29][CH2:28]3)=[O:26])[CH2:10]2)[CH2:6][CH2:5][CH2:4][CH2:3][CH2:2]1.ClC1C=C(C=CC=1)C(OO)=[O:38]. Product: [CH:1]1([S:7]([CH2:8][CH:9]2[CH2:14][CH:13]([C:15]3[CH:20]=[CH:19][C:18]([C:21]([F:24])([F:22])[F:23])=[CH:17][CH:16]=3)[CH2:12][N:11]([C:25]([N:27]3[CH2:32][CH2:31][O:30][CH2:29][CH2:28]3)=[O:26])[CH2:10]2)=[O:38])[CH2:2][CH2:3][CH2:4][CH2:5][CH2:6]1. The catalyst class is: 4. (4) Reactant: [Cl:1][C:2]1[CH:3]=[CH:4][C:5]([O:14][CH2:15][C@:16]([OH:34])([CH3:33])[CH2:17][NH:18][CH:19]2[CH2:24][CH2:23][N:22]([CH2:25][C:26]3[CH:31]=[CH:30][C:29]([Cl:32])=[CH:28][CH:27]=3)[CH2:21][CH2:20]2)=[C:6]([CH2:8][CH2:9][C:10]([O:12]C)=[O:11])[CH:7]=1.[OH-].[Na+].[C:37]([C:41]([OH:43])=[O:42])([F:40])([F:39])[F:38]. Product: [F:38][C:37]([F:40])([F:39])[C:41]([OH:43])=[O:42].[F:38][C:37]([F:40])([F:39])[C:41]([OH:43])=[O:42].[Cl:1][C:2]1[CH:3]=[CH:4][C:5]([O:14][CH2:15][C@:16]([OH:34])([CH3:33])[CH2:17][NH:18][CH:19]2[CH2:20][CH2:21][N:22]([CH2:25][C:26]3[CH:27]=[CH:28][C:29]([Cl:32])=[CH:30][CH:31]=3)[CH2:23][CH2:24]2)=[C:6]([CH2:8][CH2:9][C:10]([OH:12])=[O:11])[CH:7]=1. The catalyst class is: 1. (5) Reactant: [Cl:1][C:2]1[CH:36]=[CH:35][C:5]([C:6]([N:8]2[CH2:14][C:13]3[CH:15]=[CH:16][C:17]([OH:19])=[CH:18][C:12]=3[N:11]([CH2:20][C:21]3[CH:26]=[CH:25][C:24]([C:27]([N:29]4[CH2:33][CH:32]=[CH:31][CH2:30]4)=[O:28])=[CH:23][CH:22]=3)[C:10](=[O:34])[CH2:9]2)=[O:7])=[CH:4][CH:3]=1.[C:37]1(P(C2C=CC=CC=2)C2C=CC=CC=2)[CH:42]=CC=C[CH:38]=1.C(O)(C)C.CCOC(/N=N/C(OCC)=O)=O. Product: [Cl:1][C:2]1[CH:3]=[CH:4][C:5]([C:6]([N:8]2[CH2:14][C:13]3[CH:15]=[CH:16][C:17]([O:19][CH:37]([CH3:42])[CH3:38])=[CH:18][C:12]=3[N:11]([CH2:20][C:21]3[CH:26]=[CH:25][C:24]([C:27]([N:29]4[CH2:30][CH:31]=[CH:32][CH2:33]4)=[O:28])=[CH:23][CH:22]=3)[C:10](=[O:34])[CH2:9]2)=[O:7])=[CH:35][CH:36]=1. The catalyst class is: 56. (6) Reactant: [H-].COCCO[Al+]OCCOC.[Na+].[H-].N1CCCC1.CC(C)([O-])C.C[O:26][C:27](=O)[C:28]1[CH:33]=[CH:32][C:31]([N:34]2[CH:38]=[C:37]([CH3:39])[N:36]=[CH:35]2)=[C:30]([O:40][CH3:41])[CH:29]=1.[OH-].[Na+]. Product: [CH3:41][O:40][C:30]1[CH:29]=[C:28]([CH:33]=[CH:32][C:31]=1[N:34]1[CH:38]=[C:37]([CH3:39])[N:36]=[CH:35]1)[CH:27]=[O:26]. The catalyst class is: 476. (7) Reactant: [CH2:1]([O:8][NH:9][C@H:10]1[CH2:15][NH:14][C@H:13]([C:16]([NH:18][CH:19]2[CH2:24][CH2:23][N:22]([C:25]([O:27][CH2:28][C:29]3[CH:34]=[CH:33][CH:32]=[CH:31][CH:30]=3)=[O:26])[CH2:21][CH2:20]2)=[O:17])[CH2:12][CH2:11]1)[C:2]1[CH:7]=[CH:6][CH:5]=[CH:4][CH:3]=1.S(C1C=CC(C)=CC=1)([O-])(=O)=O.[C:46]([O-])(O)=[O:47].[Na+].CCN(C(C)C)C(C)C.ClC(Cl)(OC(=O)OC(Cl)(Cl)Cl)Cl.P(=O)(O)(O)O. Product: [CH2:1]([O:8][N:9]1[C:46](=[O:47])[N:14]2[CH2:15][C@H:10]1[CH2:11][CH2:12][C@H:13]2[C:16]([NH:18][CH:19]1[CH2:20][CH2:21][N:22]([C:25]([O:27][CH2:28][C:29]2[CH:34]=[CH:33][CH:32]=[CH:31][CH:30]=2)=[O:26])[CH2:23][CH2:24]1)=[O:17])[C:2]1[CH:7]=[CH:6][CH:5]=[CH:4][CH:3]=1. The catalyst class is: 4.